From a dataset of Catalyst prediction with 721,799 reactions and 888 catalyst types from USPTO. Predict which catalyst facilitates the given reaction. (1) Product: [CH2:7]([O:14][C@@H:15]1[CH2:16][C@H:17]([N:19]([CH3:29])[C:20](=[O:26])[O:21][C:22]([CH3:23])([CH3:25])[CH3:24])[CH2:18]1)[C:8]1[CH:13]=[CH:12][CH:11]=[CH:10][CH:9]=1. The catalyst class is: 132. Reactant: [H-].[Al+3].[Li+].[H-].[H-].[H-].[CH2:7]([O:14][C@@H:15]1[CH2:18][C@H:17]([NH:19][C:20](=[O:26])[O:21][C:22]([CH3:25])([CH3:24])[CH3:23])[CH2:16]1)[C:8]1[CH:13]=[CH:12][CH:11]=[CH:10][CH:9]=1.[OH-].[Na+].[C:29](OC(OC(C)(C)C)=O)(OC(C)(C)C)=O. (2) Reactant: [CH3:1][C:2]1[CH:7]=[CH:6][C:5]([S:8]([O:11][CH2:12][CH:13]2[CH2:17][C:16]3[C:18]([F:23])=[CH:19][CH:20]=[C:21](Br)[C:15]=3[O:14]2)(=[O:10])=[O:9])=[CH:4][CH:3]=1.[C:24]1(B(O)O)[CH:29]=[CH:28][CH:27]=[CH:26][CH:25]=1.C(=O)([O-])[O-].[K+].[K+]. Product: [CH3:1][C:2]1[CH:7]=[CH:6][C:5]([S:8]([O:11][CH2:12][CH:13]2[CH2:17][C:16]3[C:18]([F:23])=[CH:19][CH:20]=[C:21]([C:24]4[CH:29]=[CH:28][CH:27]=[CH:26][CH:25]=4)[C:15]=3[O:14]2)(=[O:10])=[O:9])=[CH:4][CH:3]=1. The catalyst class is: 608. (3) Reactant: [F:1][C:2]1[CH:10]=[CH:9][C:5]([C:6]([OH:8])=O)=[CH:4][N:3]=1.C1C=NC2N(O)N=NC=2C=1.CCN=C=NCCCN(C)C.Cl.Cl.[C:34]([C:36]1[CH:37]=[C:38]([C:41]2[O:45][N:44]=[C:43]([C@H:46]3[CH2:51][CH2:50][CH2:49][NH:48][CH2:47]3)[N:42]=2)[NH:39][CH:40]=1)#[N:35].C(N(CC)CC)C. The catalyst class is: 2. Product: [F:1][C:2]1[N:3]=[CH:4][C:5]([C:6]([N:48]2[CH2:49][CH2:50][CH2:51][C@H:46]([C:43]3[N:42]=[C:41]([C:38]4[NH:39][CH:40]=[C:36]([C:34]#[N:35])[CH:37]=4)[O:45][N:44]=3)[CH2:47]2)=[O:8])=[CH:9][CH:10]=1. (4) Reactant: Cl.[CH2:2]1[C:14]2[C:13]3[CH:12]=[CH:11][CH:10]=[CH:9][C:8]=3[N:7]([CH2:15][C:16]([O:18][CH2:19][CH3:20])=[O:17])[C:6]=2[CH2:5][CH2:4][NH:3]1.CCN([CH:27]([CH3:29])[CH3:28])C(C)C.Cl. Product: [CH2:19]([O:18][C:16]([N:3]1[CH2:4][CH2:5][C:6]2[N:7]([CH2:15][C:16]([O:18][CH2:19][CH3:20])=[O:17])[C:8]3[CH:9]=[CH:10][CH:11]=[CH:12][C:13]=3[C:14]=2[CH2:2]1)=[O:17])[C:28]1[CH:27]=[CH:29][CH:6]=[CH:5][CH:4]=1. The catalyst class is: 4. (5) Reactant: [H-].[Na+].[CH3:3][S:4]([C:7]1[CH:8]=[C:9]2[C:13](=[CH:14][CH:15]=1)[NH:12][CH2:11][CH2:10]2)(=[O:6])=[O:5].[C:16]([O:20][C:21]([N:23]1[CH2:28][CH2:27][CH:26]([NH:29][C:30]2[CH:35]=[C:34](Cl)[N:33]=[CH:32][N:31]=2)[CH2:25][CH2:24]1)=[O:22])([CH3:19])([CH3:18])[CH3:17]. Product: [C:16]([O:20][C:21]([N:23]1[CH2:28][CH2:27][CH:26]([NH:29][C:30]2[CH:35]=[C:34]([N:12]3[C:13]4[C:9](=[CH:8][C:7]([S:4]([CH3:3])(=[O:6])=[O:5])=[CH:15][CH:14]=4)[CH2:10][CH2:11]3)[N:33]=[CH:32][N:31]=2)[CH2:25][CH2:24]1)=[O:22])([CH3:19])([CH3:17])[CH3:18]. The catalyst class is: 163.